This data is from Full USPTO retrosynthesis dataset with 1.9M reactions from patents (1976-2016). The task is: Predict the reactants needed to synthesize the given product. Given the product [CH3:4][C:3]1[C:18]([C:17]([C:11]2[CH:12]=[CH:13][CH:14]=[CH:15][CH:16]=2)=[O:25])=[C:19]2[N:20]([CH:2]=1)[CH:21]=[CH:22][CH:23]=[CH:24]2, predict the reactants needed to synthesize it. The reactants are: Cl[CH2:2][C:3](=O)[CH3:4].C(=O)([O-])O.[Na+].[C:11]1([C:17](=[O:25])[CH2:18][C:19]2[CH:24]=[CH:23][CH:22]=[CH:21][N:20]=2)[CH:16]=[CH:15][CH:14]=[CH:13][CH:12]=1.